From a dataset of Forward reaction prediction with 1.9M reactions from USPTO patents (1976-2016). Predict the product of the given reaction. (1) Given the reactants Br[C:2]1[CH:7]=[C:6]([CH3:8])[C:5]([CH3:9])=[CH:4][C:3]=1[N+:10]([O-:12])=[O:11].[NH2:13][CH2:14][CH:15]([O:23][CH:24]([CH3:26])[CH3:25])[CH2:16][C:17]1[CH:22]=[CH:21][CH:20]=[CH:19][CH:18]=1.C([O-])([O-])=O.[Cs+].[Cs+].O(C1C=CC=CC=1P(C1C=CC=CC=1)C1C=CC=CC=1)C1C=CC=CC=1P(C1C=CC=CC=1)C1C=CC=CC=1.C1(C)C=CC=CC=1, predict the reaction product. The product is: [CH:24]([O:23][CH:15]([CH2:16][C:17]1[CH:18]=[CH:19][CH:20]=[CH:21][CH:22]=1)[CH2:14][NH:13][C:2]1[CH:7]=[C:6]([CH3:8])[C:5]([CH3:9])=[CH:4][C:3]=1[N+:10]([O-:12])=[O:11])([CH3:26])[CH3:25]. (2) Given the reactants OC1[C:7]([C:8]#[N:9])=[CH:6][N:5]=[C:4]2[S:10][CH:11]=[CH:12][C:3]=12.FC(F)(F)C(O[I:18](C1C=CC=CC=1)OC(=O)C(F)(F)F)=O.II.[CH:36]([Cl:39])(Cl)Cl, predict the reaction product. The product is: [Cl:39][C:36]1[C:7]([C:8]#[N:9])=[CH:6][N:5]=[C:4]2[S:10][C:11]([I:18])=[CH:12][C:3]=12. (3) Given the reactants [C:1]1([CH2:7][O:8][C:9]2[C:17]([CH3:18])=[CH:16][CH:15]=[CH:14][C:10]=2[C:11](O)=[O:12])[CH:6]=[CH:5][CH:4]=[CH:3][CH:2]=1.C(Cl)(=O)C([Cl:22])=O.CN(C)C=O, predict the reaction product. The product is: [C:1]1([CH2:7][O:8][C:9]2[C:17]([CH3:18])=[CH:16][CH:15]=[CH:14][C:10]=2[C:11]([Cl:22])=[O:12])[CH:6]=[CH:5][CH:4]=[CH:3][CH:2]=1. (4) Given the reactants [CH:1](=[O:10])[CH2:2][CH2:3][CH2:4][CH2:5]/[CH:6]=[CH:7]\[CH2:8][CH3:9].[N+]([O-])([O-])=O.[Al+3].[N+]([O-])([O-])=O.[N+]([O-])([O-])=O, predict the reaction product. The product is: [CH:1](=[O:10])[CH2:2][CH2:3][CH2:4][CH2:5]/[CH:6]=[CH:7]/[CH2:8][CH3:9]. (5) Given the reactants FC(F)(F)[C:3]([O-:5])=[O:4].[C:8]([C@@H:11]([NH3+:20])[CH2:12][CH2:13][C@H:14]([S:17]([CH3:19])=S)[CH2:15][NH3+:16])([OH:10])=[O:9].F[C:22](F)(F)C([O-])=O.Cl.C(CCP([CH2:40][CH2:41][C:42](O)=O)CCC(O)=O)(O)=O.C=O.[CH3:47][C:48]([O:51][C:52](O[C:52]([O:51][C:48]([CH3:50])([CH3:49])[CH3:47])=[O:53])=[O:53])([CH3:50])[CH3:49].S(=O)(=O)(O)[O-].[K+], predict the reaction product. The product is: [C:41]([O:5][C:3]([NH:20][C@@H:11]([CH2:12][CH2:13][C@@H:14]1[S:17][CH2:19][N:16]([C:52]([O:51][C:48]([CH3:50])([CH3:47])[CH3:49])=[O:53])[CH2:15]1)[C:8]([OH:10])=[O:9])=[O:4])([CH3:42])([CH3:22])[CH3:40]. (6) Given the reactants C[O:2][C:3]([C:5]1[CH:14]=[C:13]([O:15][CH:16]([C:18](=[O:28])[NH:19][C:20]2[CH:25]=[CH:24][C:23]([CH2:26][OH:27])=[CH:22][CH:21]=2)[CH3:17])[C:12]2[C:7](=[CH:8][C:9]([Cl:30])=[CH:10][C:11]=2[Cl:29])[CH:6]=1)=[O:4].[Li+].[OH-], predict the reaction product. The product is: [Cl:29][C:11]1[CH:10]=[C:9]([Cl:30])[CH:8]=[C:7]2[C:12]=1[C:13]([O:15][CH:16]([C:18](=[O:28])[NH:19][C:20]1[CH:21]=[CH:22][C:23]([CH2:26][OH:27])=[CH:24][CH:25]=1)[CH3:17])=[CH:14][C:5]([C:3]([OH:4])=[O:2])=[CH:6]2. (7) Given the reactants [Cl:1][C:2]1[CH:3]=[CH:4][C:5]([OH:23])=[C:6]([CH:22]=1)[C:7]([NH:9][C@H:10]([C:12]1[CH:21]=[CH:20][C:15]([C:16]([O:18][CH3:19])=[O:17])=[CH:14][CH:13]=1)[CH3:11])=[O:8].[F:24][C:25]1[CH:30]=[CH:29][C:28]([CH2:31]O)=[CH:27][CH:26]=1, predict the reaction product. The product is: [Cl:1][C:2]1[CH:3]=[CH:4][C:5]([O:23][CH2:31][C:28]2[CH:29]=[CH:30][C:25]([F:24])=[CH:26][CH:27]=2)=[C:6]([CH:22]=1)[C:7]([NH:9][C@H:10]([C:12]1[CH:21]=[CH:20][C:15]([C:16]([O:18][CH3:19])=[O:17])=[CH:14][CH:13]=1)[CH3:11])=[O:8]. (8) Given the reactants Cl[C:2]1[CH:7]=[CH:6][N:5]=[C:4]2[CH:8]=[C:9]([C:11]3[CH:16]=[C:15]([O:17][CH3:18])[C:14]([O:19][CH3:20])=[C:13]([O:21][CH3:22])[CH:12]=3)[O:10][C:3]=12.[F:23][C:24]1[CH:29]=[CH:28][C:27]([NH:30][C:31]([C:33]2[CH:34]=[C:35](B(O)O)[CH:36]=[CH:37][CH:38]=2)=[O:32])=[CH:26][CH:25]=1, predict the reaction product. The product is: [F:23][C:24]1[CH:25]=[CH:26][C:27]([NH:30][C:31](=[O:32])[C:33]2[CH:34]=[CH:35][CH:36]=[C:37]([C:2]3[CH:7]=[CH:6][N:5]=[C:4]4[CH:8]=[C:9]([C:11]5[CH:16]=[C:15]([O:17][CH3:18])[C:14]([O:19][CH3:20])=[C:13]([O:21][CH3:22])[CH:12]=5)[O:10][C:3]=34)[CH:38]=2)=[CH:28][CH:29]=1. (9) Given the reactants [OH:1][CH2:2][C:3]1[CH:17]=[CH:16][C:6]([CH2:7][N:8]2[CH:12]=[C:11]([C:13]([OH:15])=O)[CH:10]=[N:9]2)=[CH:5][CH:4]=1.[C:18]([O:22][C:23](=[O:35])[NH:24][C:25]1[CH:30]=[C:29]([CH3:31])[C:28]([CH2:32][NH2:33])=[C:27]([CH3:34])[N:26]=1)([CH3:21])([CH3:20])[CH3:19].CN(C(ON1N=NC2C=CC=NC1=2)=[N+](C)C)C.F[P-](F)(F)(F)(F)F.CCN(C(C)C)C(C)C, predict the reaction product. The product is: [C:18]([O:22][C:23](=[O:35])[NH:24][C:25]1[CH:30]=[C:29]([CH3:31])[C:28]([CH2:32][NH:33][C:13]([C:11]2[CH:10]=[N:9][N:8]([CH2:7][C:6]3[CH:5]=[CH:4][C:3]([CH2:2][OH:1])=[CH:17][CH:16]=3)[CH:12]=2)=[O:15])=[C:27]([CH3:34])[N:26]=1)([CH3:21])([CH3:20])[CH3:19]. (10) The product is: [CH:3]1[C:4]2[C:8]3[CH:9]=[CH:10][CH:11]=[CH:12][C:7]=3[O:6][C:5]=2[CH:14]=[CH:15][C:2]=1[C:26]1[CH:27]=[CH:28][C:22]2[O:21][C:20]3[CH:19]=[CH:18][C:17]([C:2]4[CH:15]=[CH:14][C:5]5[O:41][C:38]6[CH:10]=[CH:11][CH:12]=[CH:7][C:8]=6[C:4]=5[CH:3]=4)=[CH:16][C:24]=3[C:23]=2[CH:25]=1. Given the reactants I[C:2]1[CH:15]=[CH:14][C:5]2[O:6][C:7]3[CH:12]=[CH:11][C:10](I)=[CH:9][C:8]=3[C:4]=2[CH:3]=1.[CH:16]1[C:24]2[C:23]3[CH:25]=[CH:26][CH:27]=[CH:28][C:22]=3[O:21][C:20]=2[CH:19]=[CH:18][C:17]=1B1OC(C)(C)C(C)(C)O1.[C:38](=[O:41])([O-])[O-].[K+].[K+].OO, predict the reaction product.